From a dataset of Catalyst prediction with 721,799 reactions and 888 catalyst types from USPTO. Predict which catalyst facilitates the given reaction. (1) Reactant: [CH3:1][C:2]1[CH:7]=[CH:6][C:5]([S:8]([C:10]2[CH:15]=[CH:14][C:13]([CH3:16])=[CH:12][CH:11]=2)=[O:9])=[CH:4][CH:3]=1.[Br:17]N1C(=O)CCC1=O.N(C(C)(C)C#N)=NC(C)(C)C#N. Product: [Br:17][CH2:16][C:13]1[CH:14]=[CH:15][C:10]([S:8]([C:5]2[CH:4]=[CH:3][C:2]([CH3:1])=[CH:7][CH:6]=2)=[O:9])=[CH:11][CH:12]=1. The catalyst class is: 53. (2) Reactant: C(OC([N:11]1[CH2:16][C@H:15]([O:17][CH2:18][C:19]2[CH:20]=[CH:21][C:22]3[O:27][CH2:26][CH2:25][N:24]([CH2:28][CH2:29][CH2:30][O:31][CH3:32])[C:23]=3[CH:33]=2)[C@@H:14]([C:34]2[CH:39]=[CH:38][C:37]([CH2:40][O:41][CH2:42][C@H:43]([O:45][CH2:46][CH3:47])[CH3:44])=[CH:36][CH:35]=2)[C@H:13]([CH2:48][NH2:49])[CH2:12]1)=O)C1C=CC=CC=1.CCN(CC)CC. Product: [CH2:46]([O:45][C@H:43]([CH3:44])[CH2:42][O:41][CH2:40][C:37]1[CH:36]=[CH:35][C:34]([C@@H:14]2[C@@H:15]([O:17][CH2:18][C:19]3[CH:20]=[CH:21][C:22]4[O:27][CH2:26][CH2:25][N:24]([CH2:28][CH2:29][CH2:30][O:31][CH3:32])[C:23]=4[CH:33]=3)[CH2:16][NH:11][CH2:12][C@H:13]2[CH2:48][NH2:49])=[CH:39][CH:38]=1)[CH3:47]. The catalyst class is: 2. (3) Reactant: [Cl:1][C:2]1[CH:7]=[CH:6][N:5]=[C:4]2[CH:8]=[CH:9][S:10][C:3]=12.C1C[O:14][CH2:13]C1.CN(C=O)C. Product: [Cl:1][C:2]1[CH:7]=[CH:6][N:5]=[C:4]2[CH:8]=[C:9]([CH:13]=[O:14])[S:10][C:3]=12. The catalyst class is: 6. (4) Reactant: [N-:1]=[N+:2]=[N-:3].[Na+].[N+:5]([C:8]1[CH:13]=[CH:12][CH:11]=[CH:10][CH:9]=1)([O-:7])=[O:6].[C:14](#N)[CH3:15]. Product: [N:1]([CH2:14][CH2:15][C:9]1[CH:10]=[CH:11][CH:12]=[CH:13][C:8]=1[N+:5]([O-:7])=[O:6])=[N+:2]=[N-:3]. The catalyst class is: 6. (5) Reactant: [H-].[Na+].[C:3]([CH2:5][C:6]1[CH:15]=[CH:14][C:13]2[C:8](=[CH:9][CH:10]=[C:11]([O:16][CH3:17])[CH:12]=2)[CH:7]=1)#[N:4].[CH2:18](Br)[CH2:19][CH2:20][CH:21]=[CH2:22].O. Product: [C:3]([CH:5]([C:6]1[CH:15]=[CH:14][C:13]2[C:8](=[CH:9][CH:10]=[C:11]([O:16][CH3:17])[CH:12]=2)[CH:7]=1)[CH2:22][CH2:21][CH2:20][CH:19]=[CH2:18])#[N:4]. The catalyst class is: 3. (6) Reactant: [N:1]1[CH:6]=[CH:5][CH:4]=[CH:3][C:2]=1[CH2:7][N:8]1[CH2:17][CH2:16][C:15]2[C:10](=[CH:11][C:12]([N:18]3[CH2:23][CH2:22][N:21](C(OC(C)(C)C)=O)[CH2:20][CH2:19]3)=[CH:13][CH:14]=2)[C:9]1=[O:31].C(=O)([O-])[O-].[K+].[K+].[F:38][C:39]([F:62])([F:61])[CH2:40][NH:41][C:42]([C:44]1([CH2:57][CH2:58][CH2:59]Br)[C:56]2[CH:55]=[CH:54][CH:53]=[CH:52][C:51]=2[C:50]2[C:45]1=[CH:46][CH:47]=[CH:48][CH:49]=2)=[O:43]. Product: [N:1]1[CH:6]=[CH:5][CH:4]=[CH:3][C:2]=1[CH2:7][N:8]1[CH2:17][CH2:16][C:15]2[C:10](=[CH:11][C:12]([N:18]3[CH2:19][CH2:20][N:21]([CH2:59][CH2:58][CH2:57][C:44]4([C:42](=[O:43])[NH:41][CH2:40][C:39]([F:38])([F:61])[F:62])[C:56]5[CH:55]=[CH:54][CH:53]=[CH:52][C:51]=5[C:50]5[C:45]4=[CH:46][CH:47]=[CH:48][CH:49]=5)[CH2:22][CH2:23]3)=[CH:13][CH:14]=2)[C:9]1=[O:31]. The catalyst class is: 39. (7) Reactant: [Si:1]([O:18][C@@H:19]1[C@H:23]([CH2:24]/[CH:25]=[CH:26]\[CH2:27][CH2:28][CH2:29][C:30]([O:32]C)=[O:31])[C@@H:22](/[CH:34]=[CH:35]/[C:36]([O:43][Si:44]([C:57]([CH3:60])([CH3:59])[CH3:58])([C:51]2[CH:56]=[CH:55][CH:54]=[CH:53][CH:52]=2)[C:45]2[CH:50]=[CH:49][CH:48]=[CH:47][CH:46]=2)([CH3:42])[CH2:37][CH2:38][CH2:39][CH2:40][CH3:41])[C:21](=[CH2:61])[CH2:20]1)([C:14]([CH3:17])([CH3:16])[CH3:15])([C:8]1[CH:13]=[CH:12][CH:11]=[CH:10][CH:9]=1)[C:2]1[CH:7]=[CH:6][CH:5]=[CH:4][CH:3]=1.CO.[Li+].[OH-]. Product: [Si:1]([O:18][C@@H:19]1[C@H:23]([CH2:24]/[CH:25]=[CH:26]\[CH2:27][CH2:28][CH2:29][C:30]([OH:32])=[O:31])[C@@H:22](/[CH:34]=[CH:35]/[C:36]([O:43][Si:44]([C:57]([CH3:60])([CH3:59])[CH3:58])([C:45]2[CH:46]=[CH:47][CH:48]=[CH:49][CH:50]=2)[C:51]2[CH:52]=[CH:53][CH:54]=[CH:55][CH:56]=2)([CH3:42])[CH2:37][CH2:38][CH2:39][CH2:40][CH3:41])[C:21](=[CH2:61])[CH2:20]1)([C:14]([CH3:16])([CH3:15])[CH3:17])([C:2]1[CH:3]=[CH:4][CH:5]=[CH:6][CH:7]=1)[C:8]1[CH:9]=[CH:10][CH:11]=[CH:12][CH:13]=1. The catalyst class is: 13. (8) Reactant: [OH:1][C:2]1[CH:3]=[CH:4][C:5]([O:8][C:9]2[CH:19]=[CH:18][C:12]([C:13]([O:15][CH2:16][CH3:17])=[O:14])=[CH:11][CH:10]=2)=[N:6][CH:7]=1.C(=O)([O-])[O-].[Cs+].[Cs+].[O:26]1[CH2:30][CH2:29]OC1=O. Product: [OH:26][CH2:30][CH2:29][O:1][C:2]1[CH:3]=[CH:4][C:5]([O:8][C:9]2[CH:19]=[CH:18][C:12]([C:13]([O:15][CH2:16][CH3:17])=[O:14])=[CH:11][CH:10]=2)=[N:6][CH:7]=1. The catalyst class is: 9. (9) Reactant: [CH2:1]([O:8][C:9]1[CH:17]=[C:16]([CH2:18][N:19]2[CH2:24][CH2:23][O:22][CH2:21][CH2:20]2)[C:15]([C:25]([F:28])([F:27])[F:26])=[CH:14][C:10]=1[C:11](O)=[O:12])[C:2]1[CH:7]=[CH:6][CH:5]=[CH:4][CH:3]=1.CCN(C(C)C)C(C)C.[F:38][C:39]1[CH:40]=[C:41]([CH:43]=[CH:44][CH:45]=1)[NH2:42].ON1C2N=CC=CC=2N=N1.C(Cl)CCl. Product: [CH2:1]([O:8][C:9]1[CH:17]=[C:16]([CH2:18][N:19]2[CH2:20][CH2:21][O:22][CH2:23][CH2:24]2)[C:15]([C:25]([F:28])([F:27])[F:26])=[CH:14][C:10]=1[C:11]([NH:42][C:41]1[CH:43]=[CH:44][CH:45]=[C:39]([F:38])[CH:40]=1)=[O:12])[C:2]1[CH:3]=[CH:4][CH:5]=[CH:6][CH:7]=1. The catalyst class is: 9. (10) Reactant: [C:1]([O:5][C:6]([N:8]([C:26]1[CH:31]=[CH:30][N:29]=[C:28](Cl)[N:27]=1)[C:9]1[CH:10]=[C:11]2[C:15](=[CH:16][C:17]=1[CH3:18])[N:14]([C:19]([O:21][C:22]([CH3:25])([CH3:24])[CH3:23])=[O:20])[N:13]=[CH:12]2)=[O:7])([CH3:4])([CH3:3])[CH3:2].C([O-])([O-])=O.[Na+].[Na+].[CH:39]([NH:42][C:43](=[O:61])[CH2:44][O:45][C:46]1[CH:51]=[CH:50][CH:49]=[C:48](B2OC(C)(C)C(C)(C)O2)[CH:47]=1)([CH3:41])[CH3:40]. Product: [C:1]([O:5][C:6]([N:8]([C:26]1[CH:31]=[CH:30][N:29]=[C:28]([C:50]2[CH:49]=[CH:48][CH:47]=[C:46]([O:45][CH2:44][C:43]([NH:42][CH:39]([CH3:41])[CH3:40])=[O:61])[CH:51]=2)[N:27]=1)[C:9]1[CH:10]=[C:11]2[C:15](=[CH:16][C:17]=1[CH3:18])[N:14]([C:19]([O:21][C:22]([CH3:25])([CH3:24])[CH3:23])=[O:20])[N:13]=[CH:12]2)=[O:7])([CH3:4])([CH3:3])[CH3:2]. The catalyst class is: 117.